Dataset: Reaction yield outcomes from USPTO patents with 853,638 reactions. Task: Predict the reaction yield, written as a fraction of the theoretical maximum amount of product (1.0 means a 100% yield; for example, 0.34 means a 34% yield). (1) The reactants are [F:1][C:2]1[CH:10]=[C:9]2[C:5]([C:6]([C:11]3[N:12]=[C:13]4[C:19]([CH:20]=[O:21])=[CH:18][N:17]([CH2:22][O:23][CH2:24][CH2:25][Si:26]([CH3:29])([CH3:28])[CH3:27])[C:14]4=[N:15][CH:16]=3)=[N:7][NH:8]2)=[CH:4][CH:3]=1.C(=O)([O-])[O-].[Cs+].[Cs+].I[CH:37]1[CH2:40][O:39][CH2:38]1. The catalyst is CN(C=O)C. The product is [F:1][C:2]1[CH:10]=[C:9]2[C:5]([C:6]([C:11]3[N:12]=[C:13]4[C:19]([CH:20]=[O:21])=[CH:18][N:17]([CH2:22][O:23][CH2:24][CH2:25][Si:26]([CH3:29])([CH3:28])[CH3:27])[C:14]4=[N:15][CH:16]=3)=[N:7][N:8]2[CH:37]2[CH2:40][O:39][CH2:38]2)=[CH:4][CH:3]=1. The yield is 0.860. (2) The reactants are [F:1][C:2]1[CH:19]=[CH:18][C:5]([O:6][C:7]2[N:12]=[CH:11][C:10]([CH2:13][C:14](Cl)=[N:15][OH:16])=[CH:9][CH:8]=2)=[CH:4][CH:3]=1.O1CCCC1.[C:25]([C:27]1[C:28]([NH2:34])=[N:29][C:30]([NH2:33])=[CH:31][CH:32]=1)#[CH:26].C(N(CC)CC)C. The catalyst is O. The product is [F:1][C:2]1[CH:19]=[CH:18][C:5]([O:6][C:7]2[N:12]=[CH:11][C:10]([CH2:13][C:14]3[CH:26]=[C:25]([C:27]4[C:28]([NH2:34])=[N:29][C:30]([NH2:33])=[CH:31][CH:32]=4)[O:16][N:15]=3)=[CH:9][CH:8]=2)=[CH:4][CH:3]=1. The yield is 0.380. (3) The reactants are [Cl:1][C:2]1[C:3]2[C:10]([I:11])=[CH:9][NH:8][C:4]=2[N:5]=[CH:6][N:7]=1.O[CH:13]1[CH2:18][CH2:17][N:16]([C:19]([O:21][C:22]([CH3:25])([CH3:24])[CH3:23])=[O:20])[CH2:15][CH2:14]1.C1C=CC(P(C2C=CC=CC=2)C2C=CC=CC=2)=CC=1.CC(OC(/N=N/C(OC(C)C)=O)=O)C. The catalyst is C1COCC1. The product is [Cl:1][C:2]1[C:3]2[C:10]([I:11])=[CH:9][N:8]([CH:13]3[CH2:18][CH2:17][N:16]([C:19]([O:21][C:22]([CH3:25])([CH3:24])[CH3:23])=[O:20])[CH2:15][CH2:14]3)[C:4]=2[N:5]=[CH:6][N:7]=1. The yield is 0.360. (4) The reactants are Br[C:2]1[CH:7]=[C:6]([CH3:8])[C:5]([OH:9])=[C:4]([CH3:10])[CH:3]=1.[O:11]1[CH:15]=[CH:14][C:13](B(O)O)=[CH:12]1.C(=O)([O-])[O-].[Na+].[Na+].O. The catalyst is COCCOC.C1C=CC(P(C2C=CC=CC=2)[C-]2C=CC=C2)=CC=1.C1C=CC(P(C2C=CC=CC=2)[C-]2C=CC=C2)=CC=1.Cl[Pd]Cl.[Fe+2]. The product is [O:11]1[CH:15]=[CH:14][C:13]([C:2]2[CH:7]=[C:6]([CH3:8])[C:5]([OH:9])=[C:4]([CH3:10])[CH:3]=2)=[CH:12]1. The yield is 0.500.